From a dataset of Full USPTO retrosynthesis dataset with 1.9M reactions from patents (1976-2016). Predict the reactants needed to synthesize the given product. (1) Given the product [CH2:10]([O:9][C:8]([N:4]1[CH2:5][CH2:6][NH:1][C:2](=[O:7])[CH2:3]1)=[O:17])[C:11]1[CH:16]=[CH:15][CH:14]=[CH:13][CH:12]=1, predict the reactants needed to synthesize it. The reactants are: [NH:1]1[CH2:6][CH2:5][NH:4][CH2:3][C:2]1=[O:7].[C:8](Cl)(=[O:17])[O:9][CH2:10][C:11]1[CH:16]=[CH:15][CH:14]=[CH:13][CH:12]=1.C(=O)([O-])[O-].[Na+].[Na+].C(OCC)(=O)C. (2) Given the product [Br:20][C:7]1[CH:6]=[C:5]2[C:10]([O:11][C:12]3[C:13]([F:19])=[CH:14][C:15]([O:18][CH2:36][C:37]([CH3:40])([CH3:39])[CH3:38])=[CH:16][C:17]=3[C:4]32[CH2:21][O:22][CH2:23][CH2:24][C:2]([NH2:1])=[N:3]3)=[CH:9][CH:8]=1, predict the reactants needed to synthesize it. The reactants are: [NH2:1][C:2]1=[N:3][C:4]2([CH2:21][O:22][CH2:23][CH2:24]1)[C:17]1[CH:16]=[C:15]([OH:18])[CH:14]=[C:13]([F:19])[C:12]=1[O:11][C:10]1[C:5]2=[CH:6][C:7]([Br:20])=[CH:8][CH:9]=1.C(=O)([O-])[O-].[Cs+].[Cs+].CN(C=O)C.[CH2:36](I)[C:37]([CH3:40])([CH3:39])[CH3:38]. (3) Given the product [Cl:23][C:14]1[C:15]([C:19]([F:22])([F:21])[F:20])=[CH:16][CH:17]=[CH:18][C:13]=1[CH2:12][N:9]1[CH2:8][CH2:7][N:6]2[C:2]([C:28]3[CH:29]=[CH:30][C:25]([F:24])=[CH:26][CH:27]=3)=[N:3][N:4]=[C:5]2[C:10]1=[O:11], predict the reactants needed to synthesize it. The reactants are: Br[C:2]1[N:6]2[CH2:7][CH2:8][N:9]([CH2:12][C:13]3[CH:18]=[CH:17][CH:16]=[C:15]([C:19]([F:22])([F:21])[F:20])[C:14]=3[Cl:23])[C:10](=[O:11])[C:5]2=[N:4][N:3]=1.[F:24][C:25]1[CH:30]=[CH:29][C:28](B(O)O)=[CH:27][CH:26]=1.C([O-])([O-])=O.[Na+].[Na+]. (4) Given the product [CH3:1][C:2]1([CH3:17])[CH2:6][C:5]2[CH:7]=[C:8]([C:11]3[CH:16]=[CH:15][CH:14]=[CH:13][CH:12]=3)[CH:9]=[C:10]([CH:19]=[O:20])[C:4]=2[O:3]1, predict the reactants needed to synthesize it. The reactants are: [CH3:1][C:2]1([CH3:17])[CH2:6][C:5]2[CH:7]=[C:8]([C:11]3[CH:16]=[CH:15][CH:14]=[CH:13][CH:12]=3)[CH:9]=[CH:10][C:4]=2[O:3]1.Cl[CH:19](Cl)[O:20]C. (5) The reactants are: [CH2:1]([O:3][C:4]1[CH:5]=[C:6]([CH:29]=[C:30]([O:33][CH2:34][CH3:35])[C:31]=1F)[CH2:7][N:8]1[CH2:13][CH2:12][CH:11]([NH:14][C:15]2[O:16][C:17]3[CH:23]=[CH:22][C:21]([O:24][CH2:25][CH2:26][CH2:27][OH:28])=[CH:20][C:18]=3[N:19]=2)[CH2:10][CH2:9]1)[CH3:2].[Cl:36]C1C(OCC)=CC(C=O)=CC=1OCC.C([BH3-])#N.[Na+].[Na+].C([BH3-])#N.C(N(C(C)C)C(C)C)C. Given the product [Cl:36][C:31]1[C:4]([O:3][CH2:1][CH3:2])=[CH:5][C:6]([CH2:7][N:8]2[CH2:13][CH2:12][CH:11]([NH:14][C:15]3[O:16][C:17]4[CH:23]=[CH:22][C:21]([O:24][CH2:25][CH2:26][CH2:27][OH:28])=[CH:20][C:18]=4[N:19]=3)[CH2:10][CH2:9]2)=[CH:29][C:30]=1[O:33][CH2:34][CH3:35], predict the reactants needed to synthesize it. (6) Given the product [C:36]([C:26]1[CH:25]=[C:24]([NH:23][C:21](=[O:22])[NH:20][C:13]2[C:14]3[C:19](=[CH:18][CH:17]=[CH:16][CH:15]=3)[C:10]([O:9][CH2:8][C:6]3[CH:5]=[CH:4][N:3]=[C:2]([NH:1][C:52](=[O:53])[CH2:51][O:50][CH3:49])[CH:7]=3)=[CH:11][CH:12]=2)[N:28]([C:29]2[CH:30]=[CH:31][C:32]([CH3:35])=[CH:33][CH:34]=2)[N:27]=1)([CH3:39])([CH3:38])[CH3:37], predict the reactants needed to synthesize it. The reactants are: [NH2:1][C:2]1[CH:7]=[C:6]([CH2:8][O:9][C:10]2[C:19]3[C:14](=[CH:15][CH:16]=[CH:17][CH:18]=3)[C:13]([NH:20][C:21]([NH:23][C:24]3[N:28]([C:29]4[CH:34]=[CH:33][C:32]([CH3:35])=[CH:31][CH:30]=4)[N:27]=[C:26]([C:36]([CH3:39])([CH3:38])[CH3:37])[CH:25]=3)=[O:22])=[CH:12][CH:11]=2)[CH:5]=[CH:4][N:3]=1.CCN(C(C)C)C(C)C.[CH3:49][O:50][CH2:51][C:52](Cl)=[O:53].N. (7) Given the product [CH2:35]([O:31][C:30]([C:27]1[CH:26]=[CH:25][C:24]([NH:23][C:21]([C:18]2[CH:19]=[CH:20][C:15]3[O:14][CH2:13][CH2:12][N:11]([S:8]([C:6]4[CH:7]=[C:2]([Cl:1])[CH:3]=[CH:4][C:5]=4[O:33][CH3:34])(=[O:10])=[O:9])[C:16]=3[CH:17]=2)=[O:22])=[CH:29][N:28]=1)=[O:32])[CH3:36], predict the reactants needed to synthesize it. The reactants are: [Cl:1][C:2]1[CH:3]=[CH:4][C:5]([O:33][CH3:34])=[C:6]([S:8]([N:11]2[C:16]3[CH:17]=[C:18]([C:21]([NH:23][C:24]4[CH:25]=[CH:26][C:27]([C:30]([OH:32])=[O:31])=[N:28][CH:29]=4)=[O:22])[CH:19]=[CH:20][C:15]=3[O:14][CH2:13][CH2:12]2)(=[O:10])=[O:9])[CH:7]=1.[CH2:35](OC(C1C=CC(N)=CN=1)=O)[CH3:36].